Dataset: NCI-60 drug combinations with 297,098 pairs across 59 cell lines. Task: Regression. Given two drug SMILES strings and cell line genomic features, predict the synergy score measuring deviation from expected non-interaction effect. (1) Drug 1: CC(C)(C#N)C1=CC(=CC(=C1)CN2C=NC=N2)C(C)(C)C#N. Drug 2: COC1=C2C(=CC3=C1OC=C3)C=CC(=O)O2. Cell line: LOX IMVI. Synergy scores: CSS=-11.0, Synergy_ZIP=3.76, Synergy_Bliss=-2.50, Synergy_Loewe=-7.29, Synergy_HSA=-8.31. (2) Drug 1: CCC(=C(C1=CC=CC=C1)C2=CC=C(C=C2)OCCN(C)C)C3=CC=CC=C3.C(C(=O)O)C(CC(=O)O)(C(=O)O)O. Drug 2: C1CN(P(=O)(OC1)NCCCl)CCCl. Cell line: MOLT-4. Synergy scores: CSS=3.32, Synergy_ZIP=-1.08, Synergy_Bliss=1.25, Synergy_Loewe=0.835, Synergy_HSA=1.10. (3) Drug 1: CCCS(=O)(=O)NC1=C(C(=C(C=C1)F)C(=O)C2=CNC3=C2C=C(C=N3)C4=CC=C(C=C4)Cl)F. Drug 2: CC=C1C(=O)NC(C(=O)OC2CC(=O)NC(C(=O)NC(CSSCCC=C2)C(=O)N1)C(C)C)C(C)C. Cell line: SK-OV-3. Synergy scores: CSS=21.6, Synergy_ZIP=-1.77, Synergy_Bliss=-2.89, Synergy_Loewe=-59.9, Synergy_HSA=-3.61. (4) Cell line: U251. Drug 2: CN(CCCl)CCCl.Cl. Synergy scores: CSS=47.8, Synergy_ZIP=-5.91, Synergy_Bliss=-7.00, Synergy_Loewe=-4.40, Synergy_HSA=-3.88. Drug 1: C1=C(C(=O)NC(=O)N1)F. (5) Drug 1: CN(C)N=NC1=C(NC=N1)C(=O)N. Drug 2: CC1CCC2CC(C(=CC=CC=CC(CC(C(=O)C(C(C(=CC(C(=O)CC(OC(=O)C3CCCCN3C(=O)C(=O)C1(O2)O)C(C)CC4CCC(C(C4)OC)OCCO)C)C)O)OC)C)C)C)OC. Cell line: MOLT-4. Synergy scores: CSS=25.0, Synergy_ZIP=-9.01, Synergy_Bliss=-10.2, Synergy_Loewe=-6.66, Synergy_HSA=-6.02.